From a dataset of CYP1A2 inhibition data for predicting drug metabolism from PubChem BioAssay. Regression/Classification. Given a drug SMILES string, predict its absorption, distribution, metabolism, or excretion properties. Task type varies by dataset: regression for continuous measurements (e.g., permeability, clearance, half-life) or binary classification for categorical outcomes (e.g., BBB penetration, CYP inhibition). Dataset: cyp1a2_veith. The molecule is COCCn1c(=O)c(-c2ccccc2)nc2cnc(Nc3cccc(OC)c3)nc21. The result is 1 (inhibitor).